Dataset: Forward reaction prediction with 1.9M reactions from USPTO patents (1976-2016). Task: Predict the product of the given reaction. (1) The product is: [OH:7][C:8]1[C:9]([C:15]([O:17][CH2:18][CH3:19])=[O:16])=[CH:10][NH:22][N:21]=1. Given the reactants CC[O-].[Na+].C([O:7][CH:8]=[C:9]([C:15]([O:17][CH2:18][CH3:19])=[O:16])[C:10](OCC)=O)C.O.[NH2:21][NH2:22].Cl, predict the reaction product. (2) The product is: [F:1][C:2]1[CH:3]=[C:4]([CH2:5][CH2:6][C:7]([OH:9])=[O:8])[CH:10]=[C:11]([F:13])[CH:12]=1. Given the reactants [F:1][C:2]1[CH:3]=[C:4]([CH:10]=[C:11]([F:13])[CH:12]=1)[CH:5]=[CH:6][C:7]([OH:9])=[O:8].S(=O)(=O)(O)O, predict the reaction product. (3) Given the reactants C(NC(C)C)(C)C.C([Li])CCC.[Br:13][C:14]1[CH:15]=[C:16]([F:21])[CH:17]=[C:18]([Br:20])[CH:19]=1.CN([CH:25]=[O:26])C, predict the reaction product. The product is: [Br:13][C:14]1[CH:19]=[C:18]([Br:20])[CH:17]=[C:16]([F:21])[C:15]=1[CH:25]=[O:26]. (4) Given the reactants [CH2:1]([C:3]1([C:13]2[C:21]3[C:16](=[C:17]([NH2:22])[CH:18]=[CH:19][CH:20]=3)[NH:15][CH:14]=2)[C:11]2[C:6](=[CH:7][C:8]([F:12])=[CH:9][CH:10]=2)[CH2:5][CH2:4]1)[CH3:2].[C:23]1([S:29](Cl)(=[O:31])=[O:30])[CH:28]=[CH:27][CH:26]=[CH:25][CH:24]=1, predict the reaction product. The product is: [CH2:1]([C:3]1([C:13]2[C:21]3[C:16](=[C:17]([NH:22][S:29]([C:23]4[CH:28]=[CH:27][CH:26]=[CH:25][CH:24]=4)(=[O:31])=[O:30])[CH:18]=[CH:19][CH:20]=3)[NH:15][CH:14]=2)[C:11]2[C:6](=[CH:7][C:8]([F:12])=[CH:9][CH:10]=2)[CH2:5][CH2:4]1)[CH3:2]. (5) Given the reactants [Cl:1][C:2]1[N:3]=[C:4]2[CH:9]=[CH:8][CH:7]=N[N:5]2[C:10]=1[C:11]1[CH:16]=[C:15]([Cl:17])[N:14]=[C:13]([CH3:18])[N:12]=1.F[C:20](F)(F)C(O)=O, predict the reaction product. The product is: [Cl:1][C:2]1[N:3]=[C:4]2[CH:9]=[CH:8][CH:7]=[CH:20][N:5]2[C:10]=1[C:11]1[CH:16]=[C:15]([Cl:17])[N:14]=[C:13]([CH3:18])[N:12]=1. (6) Given the reactants [C:1](O)(=O)C.[CH3:5][S:6]([C:8]1[CH:13]=[CH:12][C:11]([N:14]2[C:18]3[CH:19]=[C:20]([C:23]([NH:25][NH2:26])=[O:24])[CH:21]=[CH:22][C:17]=3[N:16]=[CH:15]2)=[CH:10][CH:9]=1)=[O:7].CN(C)C=O.C1(C)C=CC(S(Cl)(=O)=O)=CC=1, predict the reaction product. The product is: [CH3:5][S:6]([C:8]1[CH:13]=[CH:12][C:11]([N:14]2[C:18]3[CH:19]=[C:20]([C:23]4[O:24][CH:1]=[N:26][N:25]=4)[CH:21]=[CH:22][C:17]=3[N:16]=[CH:15]2)=[CH:10][CH:9]=1)=[O:7].